This data is from CYP2C9 inhibition data for predicting drug metabolism from PubChem BioAssay. The task is: Regression/Classification. Given a drug SMILES string, predict its absorption, distribution, metabolism, or excretion properties. Task type varies by dataset: regression for continuous measurements (e.g., permeability, clearance, half-life) or binary classification for categorical outcomes (e.g., BBB penetration, CYP inhibition). Dataset: cyp2c9_veith. (1) The compound is COC(=O)c1sc(=S)n(-c2ccccc2OC)c1N. The result is 1 (inhibitor). (2) The molecule is Cc1ccccc1NC(=O)CSc1nnc(-c2ccccc2)n1-c1ccccc1. The result is 1 (inhibitor). (3) The drug is O=C(Cn1cc(C(F)(F)F)ccc1=O)N1CCN(S(=O)(=O)c2ccccc2)CC1. The result is 0 (non-inhibitor). (4) The molecule is CN1CCN(c2ncc3ncc(=O)n(-c4ccccc4)c3n2)CC1. The result is 0 (non-inhibitor). (5) The drug is Cc1ccccc1-c1nccc(Nc2ccc(F)cc2)n1. The result is 0 (non-inhibitor). (6) The result is 1 (inhibitor). The compound is COc1ccc(CNC(=O)c2cnc(C)cn2)cc1. (7) The molecule is COc1ccc(Oc2ncc3nc(-c4cccs4)c(=O)n(Cc4cccc(OC)c4)c3n2)cc1. The result is 1 (inhibitor). (8) The compound is CS(=O)(=O)O.CSc1ccc2c(c1)[C@H](N1CCN(C)CC1)Cc1ccccc1S2. The result is 0 (non-inhibitor). (9) The drug is C[N+]1(C)CCO[C@@](O)(c2ccc(-c3ccc([C@]4(O)C[N+](C)(C)CCO4)cc3)cc2)C1. The result is 0 (non-inhibitor). (10) The compound is COc1ccccc1CN1CC[C@@]2(CCCN(C(=O)Oc3ccccc3)C2)C1. The result is 0 (non-inhibitor).